The task is: Regression. Given two drug SMILES strings and cell line genomic features, predict the synergy score measuring deviation from expected non-interaction effect.. This data is from NCI-60 drug combinations with 297,098 pairs across 59 cell lines. (1) Drug 1: CC1=C(C(=CC=C1)Cl)NC(=O)C2=CN=C(S2)NC3=CC(=NC(=N3)C)N4CCN(CC4)CCO. Drug 2: CC(C)CN1C=NC2=C1C3=CC=CC=C3N=C2N. Cell line: MDA-MB-231. Synergy scores: CSS=24.1, Synergy_ZIP=-2.32, Synergy_Bliss=3.96, Synergy_Loewe=0.922, Synergy_HSA=4.12. (2) Drug 1: C1CCC(C1)C(CC#N)N2C=C(C=N2)C3=C4C=CNC4=NC=N3. Drug 2: CS(=O)(=O)C1=CC(=C(C=C1)C(=O)NC2=CC(=C(C=C2)Cl)C3=CC=CC=N3)Cl. Cell line: HCC-2998. Synergy scores: CSS=-2.31, Synergy_ZIP=1.52, Synergy_Bliss=-0.299, Synergy_Loewe=-7.92, Synergy_HSA=-5.49. (3) Drug 1: C1CCC(C1)C(CC#N)N2C=C(C=N2)C3=C4C=CNC4=NC=N3. Drug 2: CCC1(CC2CC(C3=C(CCN(C2)C1)C4=CC=CC=C4N3)(C5=C(C=C6C(=C5)C78CCN9C7C(C=CC9)(C(C(C8N6C=O)(C(=O)OC)O)OC(=O)C)CC)OC)C(=O)OC)O.OS(=O)(=O)O. Cell line: HT29. Synergy scores: CSS=29.3, Synergy_ZIP=6.10, Synergy_Bliss=0.0596, Synergy_Loewe=-58.2, Synergy_HSA=-3.90. (4) Drug 2: C1=CC(=CC=C1CCC2=CNC3=C2C(=O)NC(=N3)N)C(=O)NC(CCC(=O)O)C(=O)O. Drug 1: C1CCN(CC1)CCOC2=CC=C(C=C2)C(=O)C3=C(SC4=C3C=CC(=C4)O)C5=CC=C(C=C5)O. Synergy scores: CSS=14.1, Synergy_ZIP=-5.60, Synergy_Bliss=-2.73, Synergy_Loewe=-10.5, Synergy_HSA=-2.71. Cell line: ACHN. (5) Drug 1: C#CCC(CC1=CN=C2C(=N1)C(=NC(=N2)N)N)C3=CC=C(C=C3)C(=O)NC(CCC(=O)O)C(=O)O. Drug 2: B(C(CC(C)C)NC(=O)C(CC1=CC=CC=C1)NC(=O)C2=NC=CN=C2)(O)O. Cell line: CCRF-CEM. Synergy scores: CSS=27.2, Synergy_ZIP=-1.28, Synergy_Bliss=-4.21, Synergy_Loewe=-6.23, Synergy_HSA=-4.28. (6) Drug 1: CN(CC1=CN=C2C(=N1)C(=NC(=N2)N)N)C3=CC=C(C=C3)C(=O)NC(CCC(=O)O)C(=O)O. Synergy scores: CSS=48.4, Synergy_ZIP=-0.0839, Synergy_Bliss=-4.42, Synergy_Loewe=-16.6, Synergy_HSA=-4.18. Drug 2: CC12CCC3C(C1CCC2OP(=O)(O)O)CCC4=C3C=CC(=C4)OC(=O)N(CCCl)CCCl.[Na+]. Cell line: LOX IMVI. (7) Drug 1: CC1=C2C(C(=O)C3(C(CC4C(C3C(C(C2(C)C)(CC1OC(=O)C(C(C5=CC=CC=C5)NC(=O)C6=CC=CC=C6)O)O)OC(=O)C7=CC=CC=C7)(CO4)OC(=O)C)O)C)OC(=O)C. Drug 2: C1CNP(=O)(OC1)N(CCCl)CCCl. Cell line: NCIH23. Synergy scores: CSS=16.8, Synergy_ZIP=4.65, Synergy_Bliss=1.73, Synergy_Loewe=-31.7, Synergy_HSA=-1.40. (8) Drug 1: C1CC(=O)NC(=O)C1N2CC3=C(C2=O)C=CC=C3N. Drug 2: CCC1=CC2CC(C3=C(CN(C2)C1)C4=CC=CC=C4N3)(C5=C(C=C6C(=C5)C78CCN9C7C(C=CC9)(C(C(C8N6C)(C(=O)OC)O)OC(=O)C)CC)OC)C(=O)OC.C(C(C(=O)O)O)(C(=O)O)O. Cell line: U251. Synergy scores: CSS=10.2, Synergy_ZIP=-3.51, Synergy_Bliss=-5.19, Synergy_Loewe=-18.6, Synergy_HSA=-2.06.